Dataset: Reaction yield outcomes from USPTO patents with 853,638 reactions. Task: Predict the reaction yield, written as a fraction of the theoretical maximum amount of product (1.0 means a 100% yield; for example, 0.34 means a 34% yield). The reactants are [Cl:1][C:2]1[CH:20]=[CH:19][C:5]([CH2:6][NH:7][CH2:8][C:9]2[CH:14]=[CH:13][C:12]([C:15]([F:18])([F:17])[F:16])=[CH:11][CH:10]=2)=[CH:4][CH:3]=1.[CH2:21]([O:23][C@H:24]([C:37]([O:39][CH2:40][CH3:41])=[O:38])[CH2:25][C:26]1[CH:36]=[CH:35][C:29]([O:30][CH2:31][C:32](O)=[O:33])=[CH:28][CH:27]=1)[CH3:22].C(N(CC)C(C)C)(C)C.F[B-](F)(F)F.N1(OC(N(C)C)=[N+](C)C)C2C=CC=CC=2N=N1. The catalyst is C(Cl)Cl. The product is [Cl:1][C:2]1[CH:3]=[CH:4][C:5]([CH2:6][N:7]([CH2:8][C:9]2[CH:14]=[CH:13][C:12]([C:15]([F:16])([F:17])[F:18])=[CH:11][CH:10]=2)[C:32](=[O:33])[CH2:31][O:30][C:29]2[CH:28]=[CH:27][C:26]([CH2:25][C@H:24]([O:23][CH2:21][CH3:22])[C:37]([O:39][CH2:40][CH3:41])=[O:38])=[CH:36][CH:35]=2)=[CH:19][CH:20]=1. The yield is 0.590.